Predict the reaction yield, written as a fraction of the theoretical maximum amount of product (1.0 means a 100% yield; for example, 0.34 means a 34% yield). From a dataset of Reaction yield outcomes from USPTO patents with 853,638 reactions. The yield is 0.690. The reactants are [CH2:1]([C@@H:8]1[NH:13][CH2:12][CH2:11][N:10]([C:14]2[CH:19]=[CH:18][C:17]([O:20][CH3:21])=[C:16]([O:22][CH:23]3[CH2:27][CH2:26][CH2:25][CH2:24]3)[CH:15]=2)[CH2:9]1)[C:2]1[CH:7]=[CH:6][CH:5]=[CH:4][CH:3]=1.[CH2:28]([N:30]=[C:31]=[O:32])[CH3:29]. The catalyst is C(Cl)Cl. The product is [CH2:28]([NH:30][C:31]([N:13]1[CH2:12][CH2:11][N:10]([C:14]2[CH:19]=[CH:18][C:17]([O:20][CH3:21])=[C:16]([O:22][CH:23]3[CH2:27][CH2:26][CH2:25][CH2:24]3)[CH:15]=2)[CH2:9][C@@H:8]1[CH2:1][C:2]1[CH:3]=[CH:4][CH:5]=[CH:6][CH:7]=1)=[O:32])[CH3:29].